From a dataset of Catalyst prediction with 721,799 reactions and 888 catalyst types from USPTO. Predict which catalyst facilitates the given reaction. (1) Reactant: [CH2:1]([O:8][C:9]([NH:11][C@H:12]1[CH2:17][CH2:16][C@H:15]([C@H:18]([NH:22][C:23]([O:25][C:26]([CH3:29])([CH3:28])[CH3:27])=[O:24])[C:19](O)=[O:20])[CH2:14][CH2:13]1)=[O:10])[C:2]1[CH:7]=[CH:6][CH:5]=[CH:4][CH:3]=1.[NH:30]1[CH2:37][CH2:36][CH2:35][C@H:31]1[C:32]([NH2:34])=[O:33].OC1C2N=NNC=2C=CC=1.Cl.CN(C)CCCN=C=NCC.C([O-])(O)=O.[Na+]. Product: [CH2:1]([O:8][C:9]([NH:11][C@H:12]1[CH2:13][CH2:14][C@H:15]([C@H:18]([NH:22][C:23]([O:25][C:26]([CH3:29])([CH3:27])[CH3:28])=[O:24])[C:19]([N:30]2[CH2:37][CH2:36][CH2:35][C@H:31]2[C:32]([NH2:34])=[O:33])=[O:20])[CH2:16][CH2:17]1)=[O:10])[C:2]1[CH:7]=[CH:6][CH:5]=[CH:4][CH:3]=1. The catalyst class is: 4. (2) Reactant: Cl[C:2]1[CH:7]=[CH:6][CH:5]=[C:4]([F:8])[N:3]=1.[N:9]1[CH:14]=[CH:13][CH:12]=[C:11](B(O)O)[CH:10]=1.C(=O)([O-])[O-].[Na+].[Na+].[OH-].[Na+]. Product: [F:8][C:4]1[N:3]=[C:2]([C:11]2[CH:10]=[N:9][CH:14]=[CH:13][CH:12]=2)[CH:7]=[CH:6][CH:5]=1. The catalyst class is: 110. (3) Reactant: [CH3:1][O:2][C:3]1[C:4]([O:14][CH2:15][CH2:16][CH2:17][C:18]2[C:19]([CH:32]([CH3:34])[CH3:33])=[N:20][N:21]([C:23]3[CH:28]=[CH:27][C:26]([N+:29]([O-])=O)=[CH:25][N:24]=3)[CH:22]=2)=[C:5]([CH2:9][C:10]([O:12][CH3:13])=[O:11])[CH:6]=[CH:7][CH:8]=1.CO. Product: [NH2:29][C:26]1[CH:27]=[CH:28][C:23]([N:21]2[CH:22]=[C:18]([CH2:17][CH2:16][CH2:15][O:14][C:4]3[C:3]([O:2][CH3:1])=[CH:8][CH:7]=[CH:6][C:5]=3[CH2:9][C:10]([O:12][CH3:13])=[O:11])[C:19]([CH:32]([CH3:34])[CH3:33])=[N:20]2)=[N:24][CH:25]=1. The catalyst class is: 481. (4) Reactant: [C:1]([O:10][CH3:11])(=[O:9])[C:2]([CH2:4][C:5](OC)=[O:6])=[CH2:3].[C:12]1([C@H:18]([NH2:20])[CH3:19])[CH:17]=[CH:16][CH:15]=[CH:14][CH:13]=1.C1(C)C=CC(S(O)(=O)=O)=CC=1. Product: [O:6]=[C:5]1[N:20]([C@@H:18]([C:12]2[CH:17]=[CH:16][CH:15]=[CH:14][CH:13]=2)[CH3:19])[CH2:3][C@@H:2]([C:1]([O:10][CH3:11])=[O:9])[CH2:4]1.[O:6]=[C:5]1[N:20]([C@@H:18]([C:12]2[CH:17]=[CH:16][CH:15]=[CH:14][CH:13]=2)[CH3:19])[CH2:3][C@H:2]([C:1]([O:10][CH3:11])=[O:9])[CH2:4]1. The catalyst class is: 5. (5) Reactant: [C:1]([O:4][C@H:5]1[CH2:10][CH2:9][C@@H:8]([C:11]2[N:15]3[CH:16]=[CH:17][N:18]=[C:19](Cl)[C:14]3=[CH:13][N:12]=2)[CH2:7][CH2:6]1)(=[O:3])[CH3:2].[C:21](=O)([O-])[O-].[K+].[K+].CB1OB(C)OB(C)O1.ClCCl. Product: [C:1]([O:4][C@H:5]1[CH2:10][CH2:9][C@@H:8]([C:11]2[N:15]3[CH:16]=[CH:17][N:18]=[C:19]([CH3:21])[C:14]3=[CH:13][N:12]=2)[CH2:7][CH2:6]1)(=[O:3])[CH3:2]. The catalyst class is: 12. (6) Reactant: [CH3:1][CH2:2][C:3]1[C:12]2[CH2:13][N:14]3[C:19](=[O:20])[C:18]4[CH2:21][O:22][C:23]([C@:25]([OH:28])([CH2:26][CH3:27])[C:17]=4[CH:16]=[C:15]3[C:11]=2[N:10]=[C:9]2[C:4]=1[CH:5]=[C:6]([O:29][C:30]([N:32]1[CH2:37][CH2:36][CH:35]([N:38]3[CH2:43][CH2:42][CH2:41][CH2:40][CH2:39]3)[CH2:34][CH2:33]1)=[O:31])[CH:7]=[CH:8]2)=[O:24].C([O-])(=[O:46])C.C([OH:50])C.[ClH:51]. Product: [CH3:1][CH2:2][C:3]1[C:12]2[CH2:13][N:14]3[C:19](=[O:20])[C:18]4[CH2:21][O:22][C:23]([C@:25]([OH:28])([CH2:26][CH3:27])[C:17]=4[CH:16]=[C:15]3[C:11]=2[N:10]=[C:9]2[C:4]=1[CH:5]=[C:6]([O:29][C:30]([N:32]1[CH2:33][CH2:34][CH:35]([N:38]3[CH2:43][CH2:42][CH2:41][CH2:40][CH2:39]3)[CH2:36][CH2:37]1)=[O:31])[CH:7]=[CH:8]2)=[O:24].[OH2:46].[OH2:50].[OH2:20].[ClH:51]. The catalyst class is: 13. (7) Reactant: [CH3:1][N:2]([CH3:34])[C:3]([C:5]1[N:6]([C:28]2[CH:33]=[CH:32][CH:31]=[CH:30][CH:29]=2)[C:7]2[C:12]([C:13](=[O:26])[C:14]=1[CH2:15][NH:16][C:17]([C:19]1[CH:20]=[N:21][C:22](Cl)=[CH:23][CH:24]=1)=[O:18])=[CH:11][CH:10]=[C:9]([Cl:27])[CH:8]=2)=[O:4].[NH:35]1[CH2:40][CH2:39][CH:38]([CH2:41][OH:42])[CH2:37][CH2:36]1. Product: [Cl:27][C:9]1[CH:8]=[C:7]2[C:12]([C:13](=[O:26])[C:14]([CH2:15][NH:16][C:17]([C:19]3[CH:24]=[CH:23][C:22]([N:35]4[CH2:40][CH2:39][CH:38]([CH2:41][OH:42])[CH2:37][CH2:36]4)=[N:21][CH:20]=3)=[O:18])=[C:5]([C:3](=[O:4])[N:2]([CH3:1])[CH3:34])[N:6]2[C:28]2[CH:33]=[CH:32][CH:31]=[CH:30][CH:29]=2)=[CH:11][CH:10]=1. The catalyst class is: 37. (8) Reactant: C[O:2][C:3](=[O:40])[C@H:4]([NH:13][C:14]([C:16]1[CH:21]=[C:20]([N:22]2[CH2:27][CH2:26][CH2:25][CH2:24][CH2:23]2)[N:19]=[C:18]([N:28]2[CH2:33][CH2:32][CH:31]([C:34]3[CH:39]=[CH:38][CH:37]=[CH:36][CH:35]=3)[CH2:30][CH2:29]2)[N:17]=1)=[O:15])[CH2:5][C:6]1[CH:11]=[CH:10][C:9]([Cl:12])=[CH:8][CH:7]=1.CO.[OH-].[Na+]. Product: [Cl:12][C:9]1[CH:10]=[CH:11][C:6]([CH2:5][C@@H:4]([NH:13][C:14]([C:16]2[CH:21]=[C:20]([N:22]3[CH2:23][CH2:24][CH2:25][CH2:26][CH2:27]3)[N:19]=[C:18]([N:28]3[CH2:29][CH2:30][CH:31]([C:34]4[CH:35]=[CH:36][CH:37]=[CH:38][CH:39]=4)[CH2:32][CH2:33]3)[N:17]=2)=[O:15])[C:3]([OH:40])=[O:2])=[CH:7][CH:8]=1. The catalyst class is: 4. (9) Product: [Cl:27][C:22]1[CH:23]=[CH:24][CH:25]=[CH:26][C:21]=1[C:12]1[C:13]([C:14]2[CH:19]=[CH:18][C:17]([Cl:20])=[CH:16][CH:15]=2)=[C:7]2[N:8]([C:9]3[O:10][CH:2]([CH2:3][I:28])[CH2:1][C:4]=3[CH:5]=[N:6]2)[N:11]=1. The catalyst class is: 366. Reactant: [CH2:1]([C:4]1[CH:5]=[N:6][C:7]2[N:8]([N:11]=[C:12]([C:21]3[CH:26]=[CH:25][CH:24]=[CH:23][C:22]=3[Cl:27])[C:13]=2[C:14]2[CH:19]=[CH:18][C:17]([Cl:20])=[CH:16][CH:15]=2)[C:9]=1[OH:10])[CH:2]=[CH2:3].[I:28]N1C(=O)CCC1=O. (10) Reactant: [F:1][C:2]([F:34])([F:33])[C:3]([C@H:16]1[CH2:21][CH2:20][C@H:19]([NH:22][S:23]([C:26]2[S:30][C:29]([CH3:31])=[N:28][C:27]=2[CH3:32])(=[O:25])=[O:24])[CH2:18][CH2:17]1)([O:8][Si](CC)(CC)CC)[C:4]([F:7])([F:6])[F:5].[Li][CH2:36][CH2:37]CC.[CH2:40](I)[CH3:41].CCCC[N+](CCCC)(CCCC)CCCC.[F-]. Product: [CH2:36]([N:22]([C@H:19]1[CH2:18][CH2:17][C@H:16]([C:3]([OH:8])([C:2]([F:34])([F:1])[F:33])[C:4]([F:5])([F:6])[F:7])[CH2:21][CH2:20]1)[S:23]([C:26]1[S:30][C:29]([CH2:31][CH2:40][CH3:41])=[N:28][C:27]=1[CH3:32])(=[O:25])=[O:24])[CH3:37]. The catalyst class is: 134.